Dataset: Full USPTO retrosynthesis dataset with 1.9M reactions from patents (1976-2016). Task: Predict the reactants needed to synthesize the given product. (1) Given the product [CH2:32]1[C:35]2([CH2:40][CH2:39][CH2:38][N:37]([CH2:8][C:7]3[C:2]([Cl:1])=[C:3]([NH:12][C:13]4[N:18]=[C:17]([NH:19][CH:20]5[CH2:21][CH2:22]5)[C:16]5=[N:23][CH:24]=[C:25]([C:26]#[N:27])[N:15]5[N:14]=4)[CH:4]=[C:5]([C:10]#[N:11])[CH:6]=3)[CH2:36]2)[CH2:34][O:33]1, predict the reactants needed to synthesize it. The reactants are: [Cl:1][C:2]1[C:7]([CH:8]=O)=[CH:6][C:5]([C:10]#[N:11])=[CH:4][C:3]=1[NH:12][C:13]1[N:18]=[C:17]([NH:19][CH:20]2[CH2:22][CH2:21]2)[C:16]2=[N:23][CH:24]=[C:25]([C:26]#[N:27])[N:15]2[N:14]=1.C(O)(=O)C.[CH2:32]1[C:35]2([CH2:40][CH2:39][CH2:38][NH:37][CH2:36]2)[CH2:34][O:33]1.C(O[BH-](OC(=O)C)OC(=O)C)(=O)C.[Na+]. (2) Given the product [ClH:38].[NH2:23][C@@H:9]1[C:8]2[CH:31]=[C:4]([CH:5]=[CH:6][N:7]=2)[C:3]2[N:2]([CH3:1])[N:18]=[CH:17][C:16]=2[NH:15][C:14](=[O:19])[C@H:13]([CH:20]([CH3:22])[CH3:21])[CH2:12][CH2:11][CH2:10]1, predict the reactants needed to synthesize it. The reactants are: [CH3:1][N:2]1[N:18]=[CH:17][C:16]2[NH:15][C:14](=[O:19])[C@H:13]([CH:20]([CH3:22])[CH3:21])[CH2:12][CH2:11][CH2:10][C@H:9]([NH:23]C(=O)OC(C)(C)C)[C:8]3[CH:31]=[C:4]([CH:5]=[CH:6][N:7]=3)[C:3]1=2.O1CCOCC1.[ClH:38]. (3) Given the product [Cl:24][C:21]1[CH:22]=[C:23]2[C:18](=[C:19]([O:33][CH3:34])[C:20]=1[C:25]1[CH:30]=[CH:29][C:28]([F:31])=[CH:27][C:26]=1[F:32])[N:17]=[CH:16][N:15]=[C:14]2[N:11]1[CH2:12][CH2:13][NH:8][CH2:9][CH2:10]1, predict the reactants needed to synthesize it. The reactants are: C(OC([N:8]1[CH2:13][CH2:12][N:11]([C:14]2[C:23]3[C:18](=[C:19]([O:33][CH3:34])[C:20]([C:25]4[CH:30]=[CH:29][C:28]([F:31])=[CH:27][C:26]=4[F:32])=[C:21]([Cl:24])[CH:22]=3)[N:17]=[CH:16][N:15]=2)[CH2:10][CH2:9]1)=O)(C)(C)C.C(O)(C(F)(F)F)=O. (4) The reactants are: [CH3:1][C:2]1[C:6]([C:7]2[CH:8]=[C:9]3[C:13](=[CH:14][CH:15]=2)[NH:12][C:11](=[O:16])[C:10]3(O)[C:17]2[CH:22]=[CH:21][CH:20]=[CH:19][CH:18]=2)=[C:5]([CH3:24])[O:4][N:3]=1.N1C=CC=CC=1.O=S(Cl)[Cl:33]. Given the product [Cl:33][C:10]1([C:17]2[CH:22]=[CH:21][CH:20]=[CH:19][CH:18]=2)[C:9]2[C:13](=[CH:14][CH:15]=[C:7]([C:6]3[C:2]([CH3:1])=[N:3][O:4][C:5]=3[CH3:24])[CH:8]=2)[NH:12][C:11]1=[O:16], predict the reactants needed to synthesize it. (5) Given the product [F:1][C:2]1[CH:23]=[C:22]([NH:24][C:25](=[O:37])[CH2:26][C:27]([NH:29][C:30]2[CH:31]=[CH:32][C:33]([F:36])=[CH:34][CH:35]=2)=[O:28])[CH:21]=[CH:20][C:3]=1[O:4][C:5]1[C:10]2=[C:11]([CH3:19])[C:12]([CH2:14][OH:15])=[CH:13][N:9]2[N:8]=[CH:7][N:6]=1, predict the reactants needed to synthesize it. The reactants are: [F:1][C:2]1[CH:23]=[C:22]([NH:24][C:25](=[O:37])[CH2:26][C:27]([NH:29][C:30]2[CH:35]=[CH:34][C:33]([F:36])=[CH:32][CH:31]=2)=[O:28])[CH:21]=[CH:20][C:3]=1[O:4][C:5]1[C:10]2=[C:11]([CH3:19])[C:12]([C:14](OCC)=[O:15])=[CH:13][N:9]2[N:8]=[CH:7][N:6]=1.CC(C[AlH]CC(C)C)C. (6) Given the product [Br:8][C:9]1[CH:14]=[CH:13][C:12]([N:15]2[CH2:20][CH2:19][CH:18]([N:3]([CH3:4])[CH3:1])[CH2:17][CH2:16]2)=[CH:11][CH:10]=1, predict the reactants needed to synthesize it. The reactants are: [CH2:1]([N:3](CC)[CH2:4]C)C.[Br:8][C:9]1[CH:14]=[CH:13][C:12]([N:15]2[CH2:20][CH2:19][C:18](=O)[CH2:17][CH2:16]2)=[CH:11][CH:10]=1.Cl.CNC.[BH4-].[Na+]. (7) Given the product [CH2:14]([O:13][C:11]([C:10]1[CH:9]=[N:8][N:7]2[C:2]([NH:20][C:21]3[CH:26]=[CH:25][CH:24]=[C:23]([CH3:27])[CH:22]=3)=[C:3]([C:16]([O:18][CH3:19])=[O:17])[CH:4]=[N:5][C:6]=12)=[O:12])[CH3:15], predict the reactants needed to synthesize it. The reactants are: Cl[C:2]1[N:7]2[N:8]=[CH:9][C:10]([C:11]([O:13][CH2:14][CH3:15])=[O:12])=[C:6]2[N:5]=[CH:4][C:3]=1[C:16]([O:18][CH3:19])=[O:17].[NH2:20][C:21]1[CH:26]=[CH:25][CH:24]=[C:23]([CH3:27])[CH:22]=1.